The task is: Predict the reaction yield, written as a fraction of the theoretical maximum amount of product (1.0 means a 100% yield; for example, 0.34 means a 34% yield).. This data is from Reaction yield outcomes from USPTO patents with 853,638 reactions. The reactants are [C:1]1([CH2:7][CH2:8][CH2:9][C:10]([OH:12])=O)[CH:6]=[CH:5][CH:4]=[CH:3][CH:2]=1.Cl.[CH2:14]([O:16][C:17](=[O:20])[CH2:18][NH2:19])[CH3:15].C1C=CC2N(O)N=NC=2C=1.C(Cl)CCl.CCN(CC)CC. The catalyst is CN(C=O)C.O.C(OCC)(=O)C.C(Cl)Cl. The product is [CH2:14]([O:16][C:17](=[O:20])[CH2:18][NH:19][C:10](=[O:12])[CH2:9][CH2:8][CH2:7][C:1]1[CH:2]=[CH:3][CH:4]=[CH:5][CH:6]=1)[CH3:15]. The yield is 0.640.